The task is: Predict the reactants needed to synthesize the given product.. This data is from Full USPTO retrosynthesis dataset with 1.9M reactions from patents (1976-2016). (1) Given the product [N:8]1[CH:13]=[CH:12][C:11]([N:14]2[CH2:42][CH2:41][C:17]3([CH2:18][CH2:19][N:20]([C:23]([C:25]4[N:26]=[C:27]5[CH2:32][NH:31][CH2:30][CH2:29][N:28]5[CH:40]=4)=[O:24])[CH2:21][CH2:22]3)[CH2:16][CH2:15]2)=[CH:10][CH:9]=1, predict the reactants needed to synthesize it. The reactants are: C(O)(C(F)(F)F)=O.[N:8]1[CH:13]=[CH:12][C:11]([N:14]2[CH2:42][CH2:41][C:17]3([CH2:22][CH2:21][N:20]([C:23]([C:25]4[N:26]=[C:27]5[CH2:32][N:31](C(OC(C)(C)C)=O)[CH2:30][CH2:29][N:28]5[CH:40]=4)=[O:24])[CH2:19][CH2:18]3)[CH2:16][CH2:15]2)=[CH:10][CH:9]=1. (2) Given the product [C:22]([C:9]1[CH:10]=[N:11][C:12]2[C:17]([C:8]=1[C:4]1[CH:3]=[C:2]([NH:1][C:40]([NH:39][C:34]3[CH:35]=[CH:36][CH:37]=[CH:38][C:33]=3[N+:30]([O-:32])=[O:31])=[O:41])[CH:7]=[CH:6][CH:5]=1)=[CH:16][CH:15]=[CH:14][C:13]=2[C:18]([F:21])([F:19])[F:20])(=[O:23])[C:24]1[CH:25]=[CH:26][CH:27]=[CH:28][CH:29]=1, predict the reactants needed to synthesize it. The reactants are: [NH2:1][C:2]1[CH:3]=[C:4]([C:8]2[C:17]3[C:12](=[C:13]([C:18]([F:21])([F:20])[F:19])[CH:14]=[CH:15][CH:16]=3)[N:11]=[CH:10][C:9]=2[C:22]([C:24]2[CH:29]=[CH:28][CH:27]=[CH:26][CH:25]=2)=[O:23])[CH:5]=[CH:6][CH:7]=1.[N+:30]([C:33]1[CH:38]=[CH:37][CH:36]=[CH:35][C:34]=1[N:39]=[C:40]=[O:41])([O-:32])=[O:31]. (3) Given the product [NH2:18][C:14]([C:6]1[CH:7]=[C:8]([CH:9]=[C:4]([N+:1]([O-:3])=[O:2])[CH:5]=1)[C:10]([OH:12])=[O:11])=[O:16], predict the reactants needed to synthesize it. The reactants are: [N+:1]([C:4]1[CH:5]=[C:6]([C:14]([O-:16])=O)[CH:7]=[C:8]([C:10]([O:12]C)=[O:11])[CH:9]=1)([O-:3])=[O:2].[OH-].[NH4+:18].N.